Dataset: Reaction yield outcomes from USPTO patents with 853,638 reactions. Task: Predict the reaction yield, written as a fraction of the theoretical maximum amount of product (1.0 means a 100% yield; for example, 0.34 means a 34% yield). The catalyst is CO. The product is [P:3]([OH:39])([OH:40])([O:5][CH2:6][CH2:7][N:8]([CH2:10][CH2:11][CH2:12][O:13][C:14]1[CH:15]=[CH:16][C:17]([C:28]2[CH:33]=[CH:32][CH:31]=[C:30]([S:34]([CH2:37][CH3:38])(=[O:35])=[O:36])[CH:29]=2)=[C:18]2[C:22]=1[NH:21][C:20]1[N:23]=[CH:24][C:25]([CH3:27])=[CH:26][C:19]2=1)[CH3:9])=[O:4]. The yield is 0.940. The reactants are Cl.Cl.[P:3]([OH:40])([OH:39])([O:5][CH2:6][CH2:7][N:8]([CH2:10][CH2:11][CH2:12][O:13][C:14]1[CH:15]=[CH:16][C:17]([C:28]2[CH:33]=[CH:32][CH:31]=[C:30]([S:34]([CH2:37][CH3:38])(=[O:36])=[O:35])[CH:29]=2)=[C:18]2[C:22]=1[NH:21][C:20]1[N:23]=[CH:24][C:25]([CH3:27])=[CH:26][C:19]2=1)[CH3:9])=[O:4].C12OC1CCCC2.